This data is from Peptide-MHC class II binding affinity with 134,281 pairs from IEDB. The task is: Regression. Given a peptide amino acid sequence and an MHC pseudo amino acid sequence, predict their binding affinity value. This is MHC class II binding data. (1) The peptide sequence is TRGAVLTYNGKRLEP. The MHC is DRB3_0101 with pseudo-sequence DRB3_0101. The binding affinity (normalized) is 0.252. (2) The peptide sequence is KGSNDHYLALLVKYA. The MHC is DRB1_0701 with pseudo-sequence DRB1_0701. The binding affinity (normalized) is 0.407. (3) The peptide sequence is GELQIVDKIDAMFKI. The MHC is DRB1_0701 with pseudo-sequence DRB1_0701. The binding affinity (normalized) is 0.397. (4) The peptide sequence is VHVSFVMAYPEMLAA. The MHC is DRB1_1001 with pseudo-sequence DRB1_1001. The binding affinity (normalized) is 0.654. (5) The peptide sequence is YFKFLANVSTVLTGK. The MHC is DRB1_1302 with pseudo-sequence DRB1_1302. The binding affinity (normalized) is 0.843. (6) The peptide sequence is YDKFLANVSPVLTGK. The MHC is DRB1_0802 with pseudo-sequence DRB1_0802. The binding affinity (normalized) is 0.559. (7) The peptide sequence is NRNNTFKPFAEYKSDYVYQPFPK. The MHC is DRB3_0101 with pseudo-sequence DRB3_0101. The binding affinity (normalized) is 0.679. (8) The MHC is HLA-DQA10401-DQB10402 with pseudo-sequence HLA-DQA10401-DQB10402. The peptide sequence is EKKYAAATQFEPLAA. The binding affinity (normalized) is 0.482. (9) The MHC is DRB1_0101 with pseudo-sequence DRB1_0101. The peptide sequence is LGSYEHKSRSRLGFT. The binding affinity (normalized) is 0.657. (10) The peptide sequence is ESWGAVWRIDTPDKL. The MHC is DRB1_0401 with pseudo-sequence DRB1_0401. The binding affinity (normalized) is 0.379.